This data is from Forward reaction prediction with 1.9M reactions from USPTO patents (1976-2016). The task is: Predict the product of the given reaction. Given the reactants ClC1C(Cl)=CC2C3CCC(=O)C=3NC=2C=1.[Cl:16][C:17]1[CH:25]=[CH:24][C:23]2[NH:22][C:21]3[C:26](=[O:29])[CH2:27][CH2:28][C:20]=3[C:19]=2[C:18]=1[Cl:30].[CH3:31][C:32]([O:35][C:36](O[C:36]([O:35][C:32]([CH3:34])([CH3:33])[CH3:31])=[O:37])=[O:37])([CH3:34])[CH3:33], predict the reaction product. The product is: [Cl:16][C:17]1[CH:25]=[CH:24][C:23]2[N:22]([C:36]([O:35][C:32]([CH3:34])([CH3:33])[CH3:31])=[O:37])[C:21]3[C:26](=[O:29])[CH2:27][CH2:28][C:20]=3[C:19]=2[C:18]=1[Cl:30].